This data is from Full USPTO retrosynthesis dataset with 1.9M reactions from patents (1976-2016). The task is: Predict the reactants needed to synthesize the given product. Given the product [F:25][C:22]1[CH:23]=[CH:24][C:19]([CH2:18][O:17][C:14]2[CH:15]=[CH:16][N:11]([CH2:10][CH2:9][C:6]3[CH:7]=[CH:8][C:3]([CH2:2][OH:36])=[CH:4][CH:5]=3)[C:12](=[O:26])[CH:13]=2)=[CH:20][CH:21]=1, predict the reactants needed to synthesize it. The reactants are: Br[CH2:2][C:3]1[CH:8]=[CH:7][C:6]([CH2:9][CH2:10][N:11]2[CH:16]=[CH:15][C:14]([O:17][CH2:18][C:19]3[CH:24]=[CH:23][C:22]([F:25])=[CH:21][CH:20]=3)=[CH:13][C:12]2=[O:26])=[CH:5][CH:4]=1.N1CCCC1.CN(C=[O:36])C.